From a dataset of Peptide-MHC class I binding affinity with 185,985 pairs from IEDB/IMGT. Regression. Given a peptide amino acid sequence and an MHC pseudo amino acid sequence, predict their binding affinity value. This is MHC class I binding data. (1) The peptide sequence is KRYIYKVLPQG. The MHC is HLA-B27:05 with pseudo-sequence HLA-B27:05. The binding affinity (normalized) is 0.604. (2) The peptide sequence is GEGPGINPI. The MHC is HLA-A30:02 with pseudo-sequence HLA-A30:02. The binding affinity (normalized) is 0.213. (3) The peptide sequence is ECYGYYWL. The MHC is H-2-Db with pseudo-sequence H-2-Db. The binding affinity (normalized) is 0. (4) The peptide sequence is AGAWGDLW. The MHC is Mamu-B52 with pseudo-sequence Mamu-B52. The binding affinity (normalized) is 0.849. (5) The peptide sequence is SQMGLSCAL. The MHC is HLA-B39:01 with pseudo-sequence HLA-B39:01. The binding affinity (normalized) is 0.872. (6) The peptide sequence is RQFPTAFMF. The MHC is Mamu-B3901 with pseudo-sequence Mamu-B3901. The binding affinity (normalized) is 0.520. (7) The binding affinity (normalized) is 0.338. The peptide sequence is RTWAYHGSY. The MHC is HLA-A01:01 with pseudo-sequence HLA-A01:01.